Dataset: Forward reaction prediction with 1.9M reactions from USPTO patents (1976-2016). Task: Predict the product of the given reaction. (1) Given the reactants P(Br)(Br)[Br:2].C(Cl)Cl.[Cl:8][C:9]1[C:14]([F:15])=[CH:13][CH:12]=[C:11]([F:16])[C:10]=1[CH:17](O)[CH3:18], predict the reaction product. The product is: [Br:2][CH:17]([C:10]1[C:9]([Cl:8])=[C:14]([F:15])[CH:13]=[CH:12][C:11]=1[F:16])[CH3:18]. (2) The product is: [C:57]([OH:62])(=[O:61])[C:58]([CH3:60])=[CH2:59].[NH2:1][C:2]([O:32][CH2:20][CH3:21])=[O:3]. Given the reactants [N-:1]=[C:2]=[O:3].[N-]=C=O.C1(CC2C=CC=CC=2)C=CC=CC=1.[C:20]([O-])(=[O:32])[CH2:21]CCCCCCCCCC.C([O-])(=O)CCCCCCCCCCC.C([Sn+2]CCCC)CCC.[C:57]([O:62]CCO)(=[O:61])[C:58]([CH3:60])=[CH2:59], predict the reaction product. (3) The product is: [C:1]([O:5][C@@H:6]([C:11]1[C:12]([CH3:31])=[N:13][C:14]2[N:15]([N:18]=[C:19]([C:21]3[CH:30]=[CH:29][C:28]4[CH2:27][CH2:26][CH2:25][CH2:24][C:23]=4[CH:22]=3)[CH:20]=2)[C:16]=1[N:36]1[CH2:37][CH2:38][C:33]([CH3:39])([CH3:32])[CH2:34][CH2:35]1)[C:7]([OH:9])=[O:8])([CH3:3])([CH3:2])[CH3:4]. Given the reactants [C:1]([O:5][C@@H:6]([C:11]1[C:12]([CH3:31])=[N:13][C:14]2[N:15]([N:18]=[C:19]([C:21]3[CH:30]=[CH:29][C:28]4[CH2:27][CH2:26][CH2:25][CH2:24][C:23]=4[CH:22]=3)[CH:20]=2)[C:16]=1Cl)[C:7]([O:9]C)=[O:8])([CH3:4])([CH3:3])[CH3:2].[CH3:32][C:33]1([CH3:39])[CH2:38][CH2:37][NH:36][CH2:35][CH2:34]1.Cl.CCN(C(C)C)C(C)C.[OH-].[Na+], predict the reaction product. (4) Given the reactants [F:1][C:2]([F:11])([F:10])[C:3](=O)[C:4]([O:6][CH2:7][CH3:8])=[O:5].[C:12](=[O:19])([O:14][C:15]([CH3:18])([CH3:17])[CH3:16])[NH2:13].FC(F)(F)C(OC(=O)C(F)(F)F)=O.N1C=CC=CC=1, predict the reaction product. The product is: [CH2:7]([O:6][C:4](=[O:5])[C:3](=[N:13][C:12]([O:14][C:15]([CH3:18])([CH3:17])[CH3:16])=[O:19])[C:2]([F:11])([F:10])[F:1])[CH3:8]. (5) Given the reactants [CH:1]12[C:10](=[O:11])[O:9][C:7](=[O:8])[CH:2]1[CH2:3][CH:4]=[CH:5][CH2:6]2.[CH2:12]([CH:15]([CH2:18][CH2:19][CH2:20][CH2:21][CH3:22])[CH2:16][OH:17])[CH2:13][CH3:14].[CH2:23](Cl)[C:24]1[CH:29]=[CH:28][CH:27]=[CH:26][CH:25]=1, predict the reaction product. The product is: [CH:2]1([C:7]([O:9][CH2:23][C:24]2[CH:29]=[CH:28][CH:27]=[CH:26][CH:25]=2)=[O:8])[CH2:3][CH:4]=[CH:5][CH2:6][CH:1]1[C:10]([O:17][CH2:16][CH:15]([CH2:12][CH2:13][CH3:14])[CH2:18][CH2:19][CH2:20][CH2:21][CH3:22])=[O:11]. (6) Given the reactants [CH3:1][C:2]1([CH3:16])[CH2:7][O:6][CH:5]([C:8]2[CH:13]=[CH:12][CH:11]=[CH:10][CH:9]=2)[O:4][C@H:3]1[CH:14]=[CH2:15].[H-].C([Al+]CC(C)C)C(C)C, predict the reaction product. The product is: [CH3:1][C:2]([CH3:16])([C@@H:3]([O:4][CH2:5][C:8]1[CH:9]=[CH:10][CH:11]=[CH:12][CH:13]=1)[CH:14]=[CH2:15])[CH2:7][OH:6]. (7) Given the reactants [CH2:1]([O:3][C:4]([C:6]1([C:18]([O:20][CH2:21][CH3:22])=[O:19])[CH2:9][CH:8]([O:10]CC2C=CC=CC=2)[CH2:7]1)=[O:5])[CH3:2], predict the reaction product. The product is: [CH2:21]([O:20][C:18]([C:6]1([C:4]([O:3][CH2:1][CH3:2])=[O:5])[CH2:9][CH:8]([OH:10])[CH2:7]1)=[O:19])[CH3:22]. (8) Given the reactants [NH:1]1[CH:5]=[C:4]([C:6]2[CH:22]=[CH:21][C:9]3[C:10]4[N:11]=[C:12]([C:18]([OH:20])=O)[S:13][C:14]=4[CH2:15][CH2:16][O:17][C:8]=3[CH:7]=2)[CH:3]=[N:2]1.[CH:23]([NH:26][CH2:27][CH2:28][CH2:29][OH:30])([CH3:25])[CH3:24], predict the reaction product. The product is: [OH:30][CH2:29][CH2:28][CH2:27][N:26]([CH:23]([CH3:25])[CH3:24])[C:18]([C:12]1[S:13][C:14]2[CH2:15][CH2:16][O:17][C:8]3[CH:7]=[C:6]([C:4]4[CH:3]=[N:2][NH:1][CH:5]=4)[CH:22]=[CH:21][C:9]=3[C:10]=2[N:11]=1)=[O:20]. (9) Given the reactants [Cl:1][C:2]1[N:20]=[CH:19][C:5]2=[CH:6][CH:7]=[C:8]3[C:16]([NH:15][C:14]4[CH2:13][CH2:12][CH2:11][C:10](=[N:17]O)[C:9]3=4)=[C:4]2[CH:3]=1.C([O-])([O-])=[O:22].[Na+].[Na+], predict the reaction product. The product is: [Cl:1][C:2]1[N:20]=[CH:19][C:5]2[CH:6]=[CH:7][C:8]3[C:9]4[C:10](=[O:22])[NH:17][CH2:11][CH2:12][CH2:13][C:14]=4[NH:15][C:16]=3[C:4]=2[CH:3]=1. (10) Given the reactants [F:1][C:2]1[CH:7]=[CH:6][C:5]([O:8][C:9](=[O:33])[N:10]([C@@H:12]2[C@@H:16]([C:17]3[CH:22]=[CH:21][C:20]([Cl:23])=[C:19]([Cl:24])[CH:18]=3)[CH2:15][N:14]([C:25]([CH:27]3[CH2:32][CH2:31][NH:30][CH2:29][CH2:28]3)=[O:26])[CH2:13]2)[CH3:11])=[CH:4][CH:3]=1.[O:34]1[CH2:39][CH2:38][CH:37](N2CCC(C(O)=O)CC2)[CH2:36][CH2:35]1, predict the reaction product. The product is: [F:1][C:2]1[CH:7]=[CH:6][C:5]([O:8][C:9](=[O:33])[N:10]([C@@H:12]2[C@@H:16]([C:17]3[CH:22]=[CH:21][C:20]([Cl:23])=[C:19]([Cl:24])[CH:18]=3)[CH2:15][N:14]([C:25]([CH:27]3[CH2:32][CH2:31][N:30]([CH:37]4[CH2:38][CH2:39][O:34][CH2:35][CH2:36]4)[CH2:29][CH2:28]3)=[O:26])[CH2:13]2)[CH3:11])=[CH:4][CH:3]=1.